Dataset: NCI-60 drug combinations with 297,098 pairs across 59 cell lines. Task: Regression. Given two drug SMILES strings and cell line genomic features, predict the synergy score measuring deviation from expected non-interaction effect. Drug 1: CC(C)NC(=O)C1=CC=C(C=C1)CNNC.Cl. Drug 2: C(CCl)NC(=O)N(CCCl)N=O. Cell line: EKVX. Synergy scores: CSS=3.13, Synergy_ZIP=-0.338, Synergy_Bliss=1.34, Synergy_Loewe=2.37, Synergy_HSA=0.877.